This data is from Experimentally validated miRNA-target interactions with 360,000+ pairs, plus equal number of negative samples. The task is: Binary Classification. Given a miRNA mature sequence and a target amino acid sequence, predict their likelihood of interaction. (1) The miRNA is hsa-miR-8079 with sequence CAGUGAUCGUCUCUGCUGGC. The protein sequence of the target gene is MKITGGLLLLCTVVYFCSSSEAASLSPKKVDCSIYKKYPVVAIPCPITYLPVCGSDYITYGNECHLCTESLKSNGRVQFLHDGSC. Result: 0 (no interaction). (2) The miRNA is hsa-miR-4481 with sequence GGAGUGGGCUGGUGGUU. The protein sequence of the target gene is MKDCEYQQISPGAAPLPASPGARRPGPAASPTPGPGPAPPAAPAPPRWSSSGSGSGSGSGSLGRRPRRKWEVFPGRNRFYCGGRLMLAGHGGVFALTLLLILTTTGLFFVFDCPYLARKLTLAIPIIAAILFFFVMSCLLQTSFTDPGILPRATVCEAAALEKQIDNTGSSTYRPPPRTREVLINGQMVKLKYCFTCKMFRPPRTSHCSVCDNCVERFDHHCPWVGNCVGRRNYRFFYAFILSLSFLTAFIFACVVTHLTLRAQGSNFLSTLKETPASVLELVICFFSIWSILGLSGFHT.... Result: 0 (no interaction). (3) The miRNA is hsa-miR-6855-3p with sequence AGACUGACCUUCAACCCCACAG. The protein sequence of the target gene is MALRGVSVRLLSRGPGLHVLRTWVSSAAQTEKGGRTQSQLAKSSRPEFDWQDPLVLEEQLTTDEILIRDTFRTYCQERLMPRILLANRNEVFHREIISEMGELGVLGPTIKGYGCAGVSSVAYGLLARELERVDSGYRSAMSVQSSLVMHPIYAYGSEEQRQKYLPQLAKGELLGCFGLTEPNSGSDPSSMETRAHYNSSNKSYTLNGTKTWITNSPMADLFVVWARCEDGCIRGFLLEKGMRGLSAPRIQGKFSLRASATGMIIMDGVEVPEENVLPGASSLGGPFGCLNNARYGIAWG.... Result: 0 (no interaction). (4) The miRNA is hsa-miR-346 with sequence UGUCUGCCCGCAUGCCUGCCUCU. The protein sequence of the target gene is MSEILDLSFLSEMERDLILGVLQRDEELRKADEKRIRRLKNELLEIKRKGAKRGSQHYSDRTCARCQEGLGRLIPKSSTCVGCNHLVCRECRVLESNGSWRCKVCSKEIELKKATGDWFYDQKVNRFDYRTGSEIIRMSLRQKPAVNKRETAGQSLLQQTQMGDIWPGRRIIQEQQQREQSVLFEVPKTRSGKSALEAESESLDSYTADSDSTSRRDSLDKSGLFPEWKKMSAPKSQVEKEIPPGNQNAVCGDEGDMVFKKNTKKVLRPSEYTKSVIDLRPEDVAQESGILGDRSKSVPG.... Result: 0 (no interaction). (5) The miRNA is hsa-miR-579-3p with sequence UUCAUUUGGUAUAAACCGCGAUU. The protein sequence of the target gene is MAGFKRGYDGKIAGLYDLDKTLGRGHFAVVKLARHVFTGEKVAVKVIDKTKLDTLATGHLFQEVRCMKLVQHPNIVRLYEVIDTQTKLYLILELGDGGDMFDYIMKHEEGLNEDLAKKYFAQIVHAISYCHKLHVVHRDLKPENVVFFEKQGLVKLTDFGFSNKFQPGKKLTTSCGSLAYSAPEILLGDEYDAPAVDIWSLGVILFMLVCGQPPFQEANDSETLTMIMDCKYTVPPRVSAGCRDLITRMLQRDPKRRASLEEIESHPWLQGVDPSPATKYNIPLVSYKNLSEEEHNSIIQ.... Result: 0 (no interaction). (6) The miRNA is hsa-miR-224-3p with sequence AAAAUGGUGCCCUAGUGACUACA. The protein sequence of the target gene is MARRSAFPAAALWLWSILLCLLALRAEAGPPQEESLYLWIDAHQARVLIGFEEDILIVSEGKMAPFTHDFRKAQQRMPAIPVNIHSMNFTWQAAGQAEYFYEFLSLRSLDKGIMADPTVNVPLLGTVPHKASVVQVGFPCLGKQDGVAAFEVDVIVMNSEGNTILQTPQNAIFFKTCQQAECPGGCRNGGFCNERRICECPDGFHGPHCEKALCTPRCMNGGLCVTPGFCICPPGFYGVNCDKANCSTTCFNGGTCFYPGKCICPPGLEGEQCEISKCPQPCRNGGKCIGKSKCKCSKGY.... Result: 0 (no interaction). (7) The miRNA is cel-miR-71-5p with sequence UGAAAGACAUGGGUAGUGAGACG. The protein sequence of the target gene is MSPHPTALLGLVLCLAQTIHTQEEDLPRPSISAEPGTVIPLGSHVTFVCRGPVGVQTFRLERESRSTYNDTEDVSQASPSESEARFRIDSVSEGNAGPYRCIYYKPPKWSEQSDYLELLVKETSGGPDSPDTEPGSSAGPTQRPSDNSHNEHAPASQGLKAEHLYILIGVSVVFLFCLLLLVLFCLHRQNQIKQGPPRSKDEEQKPQQRPDLAVDVLERTADKATVNGLPEKDRETDTSALAAGSSQEVTYAQLDHWALTQRTARAVSPQSTKPMAESITYAAVARH. Result: 0 (no interaction). (8) The miRNA is mmu-miR-574-5p with sequence UGAGUGUGUGUGUGUGAGUGUGU. The protein sequence of the target gene is MMRNRSKSPRRPSPTSRAANCDVELLKSTARDREELKCMLEKYERHLAEIQGNVKVLTSERDKTFLLYEQAQEEIARLRREMMKSCKSPKSTTAHAILRRVETERDVAFTDLRRMTTERDSLRERLKIAQETAFNEKAHLEQRIEELECTVHNLDDERMEQMANMTLMKETITTVEKEMKSLARKAMDTESELGRQKAENNSLRLLYENTEKDLSDTQRHLAKKKYELQLTQEKIMCLDEKIDNFTRQNIAQREEISILGATLNDLAKEKECLQACLDKKSENIASLGESLAMKEKTISG.... Result: 0 (no interaction). (9) The miRNA is mmu-miR-8118 with sequence GACAAACAUGACUAUGCUGACA. The protein sequence of the target gene is MEPLASNIQVLLQAAEFLERREREAEHGYASLCPHRSPGPIHRRKKRPPQAPGAQDSGRSVHNELEKRRRAQLKRCLERLKQQMPLGADCARYTTLSLLRRARMHIQKLEDQEQRARQLKERLRSKQQSLQRQLEQLRGLAGAAERERLRADSLDSSGLSSERSDSDQEELEVDVESLVFGGEAELLRGFVAGQEHSYSHGGGAWL. Result: 0 (no interaction).